From a dataset of Catalyst prediction with 721,799 reactions and 888 catalyst types from USPTO. Predict which catalyst facilitates the given reaction. (1) Reactant: [Br:1][C:2]1[C:18]([O:19][CH3:20])=[CH:17][C:5]2[CH2:6][CH2:7][C:8]3[C:12]([C:4]=2[CH:3]=1)=[N:11][NH:10][C:9]=3[C:13]([O:15][CH3:16])=[O:14].CC(C)([O-])C.[Li+].[C:27]([NH:34][CH2:35][CH2:36]Br)([O:29][C:30]([CH3:33])([CH3:32])[CH3:31])=[O:28]. Product: [CH3:16][O:15][C:13]([C:9]1[N:10]([CH2:36][CH2:35][NH:34][C:27]([O:29][C:30]([CH3:33])([CH3:32])[CH3:31])=[O:28])[N:11]=[C:12]2[C:8]=1[CH2:7][CH2:6][C:5]1[CH:17]=[C:18]([O:19][CH3:20])[C:2]([Br:1])=[CH:3][C:4]2=1)=[O:14]. The catalyst class is: 198. (2) Reactant: [CH2:1]([O:3][C:4]([C@:6]1([NH:18][C:19]([O:21][C:22]([CH3:25])([CH3:24])[CH3:23])=[O:20])[CH2:11][C@H:10]([OH:12])[C@@H:9]2[C@H:7]1[C@H:8]2[C:13]([O:15][CH2:16][CH3:17])=[O:14])=[O:5])[CH3:2].N1C=CC=CC=1.[C:32](OC(=O)C)(=[O:34])[CH3:33].C(O)(=O)CC(CC(O)=O)(C(O)=O)O. Product: [CH2:1]([O:3][C:4]([C@:6]1([NH:18][C:19]([O:21][C:22]([CH3:23])([CH3:25])[CH3:24])=[O:20])[CH2:11][C@H:10]([O:12][C:32](=[O:34])[CH3:33])[C@@H:9]2[C@H:7]1[C@H:8]2[C:13]([O:15][CH2:16][CH3:17])=[O:14])=[O:5])[CH3:2]. The catalyst class is: 166. (3) Reactant: [OH-].[K+].Cl.[NH2:4][CH:5]([CH2:11][C:12]([F:15])([F:14])[F:13])[C:6]([O:8]CC)=[O:7].[C:16](#[N:19])[CH:17]=[CH2:18]. Product: [C:16]([CH2:17][CH2:18][NH:4][CH:5]([CH2:11][C:12]([F:13])([F:14])[F:15])[C:6]([OH:8])=[O:7])#[N:19]. The catalyst class is: 6. (4) Reactant: [Br:1][C:2]1[CH:7]=[CH:6][N:5]=[C:4]([Cl:8])[CH:3]=1.[C:9]1([CH3:22])[CH:14]=[C:13]([CH3:15])[CH:12]=[C:11]([CH3:16])[C:10]=1[S:17]([O:20][NH2:21])(=[O:19])=[O:18]. Product: [C:9]1([CH3:22])[CH:14]=[C:13]([CH3:15])[CH:12]=[C:11]([CH3:16])[C:10]=1[S:17]([O-:20])(=[O:19])=[O:18].[NH2:21][N+:5]1[CH:6]=[CH:7][C:2]([Br:1])=[CH:3][C:4]=1[Cl:8]. The catalyst class is: 2. (5) Reactant: C([Li])CCC.C(N[CH:10]([CH3:12])[CH3:11])(C)C.[I:13][C:14]1C(C)=[C:16]([CH:20]=[CH:21][CH:22]=1)[C:17]([OH:19])=[O:18].IC.Cl. Product: [I:13][C:14]1[C:12]([CH2:10][CH3:11])=[C:16]([CH:20]=[CH:21][CH:22]=1)[C:17]([OH:19])=[O:18]. The catalyst class is: 7. (6) Reactant: C(OC([N:8]1[CH2:13][CH2:12][CH2:11][CH:10]([NH:14][C:15]2[C:20]([C:21]3[S:22][C:23]([C:26]([O:28][CH3:29])=[O:27])=[N:24][N:25]=3)=[CH:19][N:18]=[C:17]([C:30]3[CH:35]=[CH:34][CH:33]=[C:32]([C:36]4[CH:37]=[N:38][N:39]([CH3:41])[CH:40]=4)[CH:31]=3)[N:16]=2)[CH2:9]1)=O)(C)(C)C.[ClH:42]. Product: [ClH:42].[CH3:29][O:28][C:26]([C:23]1[S:22][C:21]([C:20]2[C:15]([NH:14][CH:10]3[CH2:11][CH2:12][CH2:13][NH:8][CH2:9]3)=[N:16][C:17]([C:30]3[CH:35]=[CH:34][CH:33]=[C:32]([C:36]4[CH:37]=[N:38][N:39]([CH3:41])[CH:40]=4)[CH:31]=3)=[N:18][CH:19]=2)=[N:25][N:24]=1)=[O:27]. The catalyst class is: 12.